Dataset: Full USPTO retrosynthesis dataset with 1.9M reactions from patents (1976-2016). Task: Predict the reactants needed to synthesize the given product. (1) Given the product [CH3:8][C:9]1[C:17]2[C:12](=[CH:13][CH:14]=[CH:15][CH:16]=2)[NH:11][C:10]=1[C:18]([NH:20][C@@H:21]1[CH2:25][CH2:24][N:23]([CH3:2])[CH2:22]1)=[O:19], predict the reactants needed to synthesize it. The reactants are: F[C:2](F)(F)C(O)=O.[CH3:8][C:9]1[C:17]2[C:12](=[CH:13][CH:14]=[CH:15][CH:16]=2)[NH:11][C:10]=1[C:18]([NH:20][C@@H:21]1[CH2:25][CH2:24][NH:23][CH2:22]1)=[O:19].N. (2) Given the product [CH3:16][CH:14]1[CH:13]([CH3:17])[O:12][C:11]2([CH2:18][C:19]([CH3:21])([CH3:20])[C:8](/[CH:6]=[CH:7]/[Sn:28]([CH2:29][CH2:30][CH2:31][CH3:32])([CH2:33][CH2:34][CH2:35][CH3:36])[CH2:24][CH2:25][CH2:26][CH3:27])([OH:23])[C:9]([CH3:22])=[CH:10]2)[O:15]1, predict the reactants needed to synthesize it. The reactants are: O1CCCC1.[C:6]([C:8]1([OH:23])[C:19]([CH3:21])([CH3:20])[CH2:18][C:11]2([O:15][CH:14]([CH3:16])[CH:13]([CH3:17])[O:12]2)[CH:10]=[C:9]1[CH3:22])#[CH:7].[CH2:24]([SnH:28]([CH2:33][CH2:34][CH2:35][CH3:36])[CH2:29][CH2:30][CH2:31][CH3:32])[CH2:25][CH2:26][CH3:27]. (3) Given the product [CH2:23]([O:39][C:40]1[CH:45]=[CH:44][C:43]([C:46]2[CH:51]=[C:50]([Cl:52])[C:49]([C:53]3[CH:58]=[CH:57][C:56]([O:59][CH2:60][CH2:61][CH2:62][CH2:63][CH2:64][CH2:65][CH2:66][CH2:67][CH2:68][CH2:69][CH2:70][CH2:71][CH2:72][CH2:73][CH2:74][CH3:75])=[CH:55][CH:54]=3)=[C:48]([NH:76][C:77](=[S:10])[C:78]3[CH:83]=[CH:82][CH:81]=[CH:80][CH:79]=3)[C:47]=2[Cl:85])=[CH:42][CH:41]=1)[CH2:24][CH2:25][CH2:26][CH2:27][CH2:28][CH2:29][CH2:30][CH2:31][CH2:32][CH2:33][CH2:34][CH2:35][CH2:36][CH2:37][CH3:38], predict the reactants needed to synthesize it. The reactants are: COC1C=CC(P2(SP(C3C=CC(OC)=CC=3)(=S)S2)=[S:10])=CC=1.[CH2:23]([O:39][C:40]1[CH:45]=[CH:44][C:43]([C:46]2[CH:51]=[C:50]([Cl:52])[C:49]([C:53]3[CH:58]=[CH:57][C:56]([O:59][CH2:60][CH2:61][CH2:62][CH2:63][CH2:64][CH2:65][CH2:66][CH2:67][CH2:68][CH2:69][CH2:70][CH2:71][CH2:72][CH2:73][CH2:74][CH3:75])=[CH:55][CH:54]=3)=[C:48]([NH:76][C:77](=O)[C:78]3[CH:83]=[CH:82][CH:81]=[CH:80][CH:79]=3)[C:47]=2[Cl:85])=[CH:42][CH:41]=1)[CH2:24][CH2:25][CH2:26][CH2:27][CH2:28][CH2:29][CH2:30][CH2:31][CH2:32][CH2:33][CH2:34][CH2:35][CH2:36][CH2:37][CH3:38]. (4) Given the product [ClH:52].[ClH:52].[CH3:1][S:2][C:3]1[CH:4]=[C:5]([N:6]([CH:7]2[CH2:8][CH2:9][N:10]([CH2:13][C:14]3[CH:19]=[CH:18][N:17]=[C:16]([C:20]4[CH:21]=[C:22]([O:30][CH3:31])[C:23]([O:28][CH3:29])=[C:24]([O:26][CH3:27])[CH:25]=4)[CH:15]=3)[CH2:11][CH2:12]2)[CH2:51][C:50]2[CH:53]=[CH:54][C:47]([C:39]3[CH:40]=[C:41]([O:45][CH3:46])[C:42]([O:43][CH3:44])=[C:37]([O:36][CH3:35])[CH:38]=3)=[CH:48][CH:49]=2)[CH:32]=[CH:33][CH:34]=1, predict the reactants needed to synthesize it. The reactants are: [CH3:1][S:2][C:3]1[CH:4]=[C:5]([CH:32]=[CH:33][CH:34]=1)[NH:6][CH:7]1[CH2:12][CH2:11][N:10]([CH2:13][C:14]2[CH:19]=[CH:18][N:17]=[C:16]([C:20]3[CH:25]=[C:24]([O:26][CH3:27])[C:23]([O:28][CH3:29])=[C:22]([O:30][CH3:31])[CH:21]=3)[CH:15]=2)[CH2:9][CH2:8]1.[CH3:35][O:36][C:37]1[CH:38]=[C:39]([C:47]2[CH:54]=[CH:53][C:50]([CH2:51][Cl:52])=[CH:49][CH:48]=2)[CH:40]=[C:41]([O:45][CH3:46])[C:42]=1[O:43][CH3:44]. (5) Given the product [N:3]1([C:8]2[CH:31]=[CH:30][C:11]3[N:12]([C:15]4[CH:16]=[C:17]([CH:18]=[C:19]([N:21]5[CH:25]=[CH:24][CH:23]=[CH:22]5)[CH:20]=4)[NH2:26])[CH:13]=[N:14][C:10]=3[CH:9]=2)[CH:7]=[CH:6][CH:5]=[N:4]1, predict the reactants needed to synthesize it. The reactants are: [OH-].[Na+].[N:3]1([C:8]2[CH:31]=[CH:30][C:11]3[N:12]([C:15]4[CH:16]=[C:17]([NH:26]C(=O)C)[CH:18]=[C:19]([N:21]5[CH:25]=[CH:24][CH:23]=[CH:22]5)[CH:20]=4)[CH:13]=[N:14][C:10]=3[CH:9]=2)[CH:7]=[CH:6][CH:5]=[N:4]1. (6) Given the product [NH2:55][C:31]1[CH:32]=[CH:33][C:34]([O:35][C:36]2[CH:41]=[CH:40][N:39]=[C:38]3[N:42]([CH2:46][C:47]4[CH:52]=[CH:51][C:50]([O:53][CH3:54])=[CH:49][CH:48]=4)[N:43]=[C:44]([C:9]4[CH:10]=[N:11][N:12]([CH:14]5[CH2:15][CH2:16][N:17]([C:20]([O:22][C:23]([CH3:24])([CH3:25])[CH3:26])=[O:21])[CH2:18][CH2:19]5)[CH:13]=4)[C:37]=23)=[C:29]([F:28])[CH:30]=1, predict the reactants needed to synthesize it. The reactants are: CC1(C)C(C)(C)OB([C:9]2[CH:10]=[N:11][N:12]([CH:14]3[CH2:19][CH2:18][N:17]([C:20]([O:22][C:23]([CH3:26])([CH3:25])[CH3:24])=[O:21])[CH2:16][CH2:15]3)[CH:13]=2)O1.[F:28][C:29]1[CH:30]=[C:31]([NH:55]C(C2C(=O)N(C3C=CC(F)=CC=3)N=CC=2)=O)[CH:32]=[CH:33][C:34]=1[O:35][C:36]1[CH:41]=[CH:40][N:39]=[C:38]2[N:42]([CH2:46][C:47]3[CH:52]=[CH:51][C:50]([O:53][CH3:54])=[CH:49][CH:48]=3)[N:43]=[C:44](I)[C:37]=12.C(=O)([O-])[O-].[K+].[K+]. (7) Given the product [C:24]([CH2:23][C:19]1([NH:18][C:15]([C:7]2[CH:6]=[N:5][C:4]([CH:1]3[CH2:2][CH2:3]3)=[C:9]([O:10][CH2:11][CH:12]3[CH2:13][CH2:14]3)[N:8]=2)=[O:17])[CH2:22][O:21][CH2:20]1)(=[O:25])[NH2:26], predict the reactants needed to synthesize it. The reactants are: [CH:1]1([C:4]2[N:5]=[CH:6][C:7]([C:15]([OH:17])=O)=[N:8][C:9]=2[O:10][CH2:11][CH:12]2[CH2:14][CH2:13]2)[CH2:3][CH2:2]1.[NH2:18][C:19]1([CH2:23][C:24]([NH2:26])=[O:25])[CH2:22][O:21][CH2:20]1. (8) Given the product [C:14]([C:16]1[C:25]2[C:20](=[CH:21][CH:22]=[CH:23][CH:24]=2)[C:19]([O:9][CH:7]2[CH2:8][N:3]([CH2:1][CH3:2])[CH2:4][C:5]3[CH:12]=[C:11]([CH3:13])[S:10][C:6]2=3)=[CH:18][CH:17]=1)#[N:15], predict the reactants needed to synthesize it. The reactants are: [CH2:1]([N:3]1[CH2:8][CH:7]([OH:9])[C:6]2[S:10][C:11]([CH3:13])=[CH:12][C:5]=2[CH2:4]1)[CH3:2].[C:14]([C:16]1[C:25]2[C:20](=[CH:21][CH:22]=[CH:23][CH:24]=2)[C:19](F)=[CH:18][CH:17]=1)#[N:15].